Dataset: TCR-epitope binding with 47,182 pairs between 192 epitopes and 23,139 TCRs. Task: Binary Classification. Given a T-cell receptor sequence (or CDR3 region) and an epitope sequence, predict whether binding occurs between them. (1) The epitope is YIFFASFYY. The TCR CDR3 sequence is CSVEADNTGELFF. Result: 1 (the TCR binds to the epitope). (2) The epitope is GTSGSPIVNR. The TCR CDR3 sequence is CASSFGPNYGYTF. Result: 0 (the TCR does not bind to the epitope). (3) The epitope is RIFTIGTVTLK. The TCR CDR3 sequence is CASSLAPGTSGSPYNEQFF. Result: 0 (the TCR does not bind to the epitope). (4) The epitope is KLGGALQAK. The TCR CDR3 sequence is CASSYLDGAGPEAFF. Result: 1 (the TCR binds to the epitope). (5) Result: 1 (the TCR binds to the epitope). The TCR CDR3 sequence is CASSSLDQNYGYTF. The epitope is KLSYGIATV. (6) The epitope is NLSALGIFST. The TCR CDR3 sequence is CASSLAGQTSYEQYF. Result: 1 (the TCR binds to the epitope). (7) The epitope is TLIGDCATV. The TCR CDR3 sequence is CSASQGLNTGELFF. Result: 0 (the TCR does not bind to the epitope). (8) The epitope is LLALHRSYL. The TCR CDR3 sequence is CASSFGHTDTQYF. Result: 1 (the TCR binds to the epitope). (9) The epitope is HTTDPSFLGRY. The TCR CDR3 sequence is CASSEANGVPQPQHF. Result: 1 (the TCR binds to the epitope). (10) The epitope is YLNTLTLAV. The TCR CDR3 sequence is CASSLGGGNTIYF. Result: 1 (the TCR binds to the epitope).